This data is from Forward reaction prediction with 1.9M reactions from USPTO patents (1976-2016). The task is: Predict the product of the given reaction. (1) Given the reactants [Br:1][C:2]1[CH:3]=[C:4]([CH:9]([NH2:11])[CH3:10])[CH:5]=[C:6]([Cl:8])[CH:7]=1.[C:12](O[C:12]([O:14][C:15]([CH3:18])([CH3:17])[CH3:16])=[O:13])([O:14][C:15]([CH3:18])([CH3:17])[CH3:16])=[O:13].C(N(CC)CC)C, predict the reaction product. The product is: [Br:1][C:2]1[CH:3]=[C:4]([CH:9]([NH:11][C:12](=[O:13])[O:14][C:15]([CH3:18])([CH3:17])[CH3:16])[CH3:10])[CH:5]=[C:6]([Cl:8])[CH:7]=1. (2) Given the reactants [CH:1]1[CH:6]=[C:5]2[C:7]([C:9]([OH:13])(O)[C:10](=[O:11])[C:4]2=[CH:3][CH:2]=1)=[O:8].[OH:14][C:15]1[CH:16]=[C:17]([C:21](=[O:23])[CH3:22])[CH:18]=[CH:19][CH:20]=1, predict the reaction product. The product is: [C:21]([C:17]1[CH:18]=[CH:19][C:20]([C:9]2([OH:13])[C:10](=[O:11])[C:4]3[C:5](=[CH:6][CH:1]=[CH:2][CH:3]=3)[C:7]2=[O:8])=[C:15]([OH:14])[CH:16]=1)(=[O:23])[CH3:22].